From a dataset of Full USPTO retrosynthesis dataset with 1.9M reactions from patents (1976-2016). Predict the reactants needed to synthesize the given product. Given the product [Cl:1][C:2]1[CH:10]=[C:9]([CH:11]([NH2:29])[CH3:12])[C:8]([C:14]2[CH:19]=[C:18]([F:20])[CH:17]=[C:16]([F:21])[CH:15]=2)=[C:7]2[C:3]=1[CH:4]=[N:5][N:6]2[CH3:22], predict the reactants needed to synthesize it. The reactants are: [Cl:1][C:2]1[CH:10]=[C:9]([C:11](=O)[CH3:12])[C:8]([C:14]2[CH:19]=[C:18]([F:20])[CH:17]=[C:16]([F:21])[CH:15]=2)=[C:7]2[C:3]=1[CH:4]=[N:5][N:6]2[CH3:22].C([O-])(=O)C.[NH4+].C([BH3-])#[N:29].[Na+].